Regression. Given a peptide amino acid sequence and an MHC pseudo amino acid sequence, predict their binding affinity value. This is MHC class II binding data. From a dataset of Peptide-MHC class II binding affinity with 134,281 pairs from IEDB. (1) The peptide sequence is MVGTILEMLGHRLDD. The MHC is HLA-DPA10201-DPB11401 with pseudo-sequence HLA-DPA10201-DPB11401. The binding affinity (normalized) is 0.0362. (2) The peptide sequence is GRKRPIVRILRRVHH. The MHC is HLA-DQA10501-DQB10201 with pseudo-sequence HLA-DQA10501-DQB10201. The binding affinity (normalized) is 0.231. (3) The peptide sequence is NIEFFTKNSAFPKTTHHHHHH. The MHC is DRB1_1501 with pseudo-sequence DRB1_1501. The binding affinity (normalized) is 0.552. (4) The peptide sequence is LWNGPMAVSMTGVMR. The MHC is DRB1_1501 with pseudo-sequence DRB1_1501. The binding affinity (normalized) is 0.413. (5) The peptide sequence is NKYLEEHPSAGKDPK. The MHC is DRB1_0405 with pseudo-sequence DRB1_0405. The binding affinity (normalized) is 0.0519.